This data is from NCI-60 drug combinations with 297,098 pairs across 59 cell lines. The task is: Regression. Given two drug SMILES strings and cell line genomic features, predict the synergy score measuring deviation from expected non-interaction effect. Drug 1: CN(C)N=NC1=C(NC=N1)C(=O)N. Drug 2: CC1=C(N=C(N=C1N)C(CC(=O)N)NCC(C(=O)N)N)C(=O)NC(C(C2=CN=CN2)OC3C(C(C(C(O3)CO)O)O)OC4C(C(C(C(O4)CO)O)OC(=O)N)O)C(=O)NC(C)C(C(C)C(=O)NC(C(C)O)C(=O)NCCC5=NC(=CS5)C6=NC(=CS6)C(=O)NCCC[S+](C)C)O. Cell line: EKVX. Synergy scores: CSS=-5.72, Synergy_ZIP=1.56, Synergy_Bliss=-1.36, Synergy_Loewe=-3.64, Synergy_HSA=-3.75.